Dataset: Forward reaction prediction with 1.9M reactions from USPTO patents (1976-2016). Task: Predict the product of the given reaction. (1) Given the reactants Cl[C:2]1[N:3]=[CH:4][C:5](I)=[C:6]2[C:11]=1[N:10]=[C:9]([CH3:12])[CH:8]=[CH:7]2.[F:14][C:15]1[CH:16]=[C:17](B(O)O)[CH:18]=[CH:19][CH:20]=1.[CH3:24][N:25]1[CH:29]=[CH:28][C:27]([NH2:30])=[N:26]1, predict the reaction product. The product is: [F:14][C:15]1[CH:16]=[C:17]([C:5]2[CH:4]=[N:3][C:2]([NH:30][C:27]3[CH:28]=[CH:29][N:25]([CH3:24])[N:26]=3)=[C:11]3[C:6]=2[CH:7]=[CH:8][C:9]([CH3:12])=[N:10]3)[CH:18]=[CH:19][CH:20]=1. (2) Given the reactants [Cl:1][C:2]1[S:3][CH:4]=[C:5]([C:7]([OH:9])=O)[N:6]=1.[CH2:10]([NH2:12])[CH3:11].CN(C(ON1N=NC2C=CC=NC1=2)=[N+](C)C)C.F[P-](F)(F)(F)(F)F.CCN(C(C)C)C(C)C, predict the reaction product. The product is: [Cl:1][C:2]1[S:3][CH:4]=[C:5]([C:7]([NH:12][CH2:10][CH3:11])=[O:9])[N:6]=1.